Dataset: Catalyst prediction with 721,799 reactions and 888 catalyst types from USPTO. Task: Predict which catalyst facilitates the given reaction. Reactant: [H-].[Na+].[F:3][C:4]([F:19])([F:18])[C:5]1[CH:6]=[C:7]([NH:11][C:12]2[CH2:16][CH2:15][C:14](=[O:17])[CH:13]=2)[CH:8]=[CH:9][CH:10]=1.CC1CCCO1.[C:26]([O:30][C:31](=[O:52])[NH:32][CH:33](S(C1C=CC=CC=1)(=O)=O)[C:34]1[CH:39]=[CH:38][C:37]([C:40]#[N:41])=[CH:36][C:35]=1[Br:42])([CH3:29])([CH3:28])[CH3:27]. Product: [C:26]([O:30][C:31](=[O:52])[NH:32][CH:33]([C:34]1[CH:39]=[CH:38][C:37]([C:40]#[N:41])=[CH:36][C:35]=1[Br:42])[C:13]1[C:14](=[O:17])[CH2:15][CH2:16][C:12]=1[NH:11][C:7]1[CH:8]=[CH:9][CH:10]=[C:5]([C:4]([F:18])([F:19])[F:3])[CH:6]=1)([CH3:29])([CH3:27])[CH3:28]. The catalyst class is: 6.